Dataset: Full USPTO retrosynthesis dataset with 1.9M reactions from patents (1976-2016). Task: Predict the reactants needed to synthesize the given product. (1) Given the product [F:1][C:2]1[CH:7]=[CH:6][CH:5]=[CH:4][C:3]=1[CH:8]([OH:28])[CH2:9][O:10][C@H:11]1[CH2:16][CH2:15][C@H:14]([NH:17][C:37](=[O:38])[O:39][C:40]([CH3:41])([CH3:42])[CH3:43])[CH2:13][CH2:12]1, predict the reactants needed to synthesize it. The reactants are: [F:1][C:2]1[CH:7]=[CH:6][CH:5]=[CH:4][C:3]=1[CH:8]([OH:28])[CH2:9][O:10][C@H:11]1[CH2:16][CH2:15][C@H:14]([NH:17]C(=O)OCC2C=CC=CC=2)[CH2:13][CH2:12]1.[C:40]([O:39][C:37](O[C:37]([O:39][C:40]([CH3:43])([CH3:42])[CH3:41])=[O:38])=[O:38])([CH3:43])([CH3:42])[CH3:41].[H][H]. (2) Given the product [F:1][C:2]1[C:7]([F:8])=[C:6]([O:9][CH3:10])[CH:5]=[CH:4][C:3]=1[CH:11]1[CH2:13][CH:12]1[CH2:14][C:15]([O:17][CH2:19][CH3:20])=[O:16], predict the reactants needed to synthesize it. The reactants are: [F:1][C:2]1[C:7]([F:8])=[C:6]([O:9][CH3:10])[CH:5]=[CH:4][C:3]=1[CH:11]1[CH2:13][CH:12]1[CH2:14][C:15]([OH:17])=[O:16].Cl.[CH2:19](O)[CH3:20]. (3) Given the product [Cl:1][C:2]1[CH:7]=[C:6]([F:8])[C:5]([N:9]2[C:14](=[O:15])[CH:13]=[C:12]([C:16]([F:17])([F:19])[F:18])[N:11]([CH3:20])[C:10]2=[O:21])=[CH:4][C:3]=1[N:22]=[C:23]=[N:25][CH2:26][C:27]([O:29][CH2:30][CH3:31])=[O:28], predict the reactants needed to synthesize it. The reactants are: [Cl:1][C:2]1[CH:7]=[C:6]([F:8])[C:5]([N:9]2[C:14](=[O:15])[CH:13]=[C:12]([C:16]([F:19])([F:18])[F:17])[N:11]([CH3:20])[C:10]2=[O:21])=[CH:4][C:3]=1[NH:22][C:23]([NH:25][CH2:26][C:27]([O:29][CH2:30][CH3:31])=[O:28])=S.C(N(CC)CC)C.CS(Cl)(=O)=O. (4) Given the product [OH:20][C:21]1[CH:34]=[C:33]2[C:24]([C@@H:25]3[C@@:30]([CH3:35])([CH2:31][CH2:32]2)[C@@H:29]([CH2:3][CH2:4][C:5]2[CH:10]=[CH:9][CH:8]=[CH:7][CH:6]=2)[CH2:28][C:27](=[O:36])[CH2:26]3)=[CH:23][CH:22]=1.[OH:20][C:21]1[CH:34]=[C:33]2[C:24]([C@@H:25]3[C@@:30]([CH3:35])([CH2:31][CH2:32]2)[CH:29]=[CH:28][C:27](=[O:36])[CH2:26]3)=[CH:23][CH:22]=1, predict the reactants needed to synthesize it. The reactants are: [Mg].Br[CH2:3][CH2:4][C:5]1[CH:10]=[CH:9][CH:8]=[CH:7][CH:6]=1.II.C(=O)=O.CC(C)=O.[OH:20][C:21]1[CH:34]=[C:33]2[C:24]([C@@H:25]3[C@@:30]([CH3:35])([CH2:31][CH2:32]2)[CH:29]=[CH:28][C:27](=[O:36])[CH2:26]3)=[CH:23][CH:22]=1. (5) Given the product [ClH:1].[ClH:1].[N:2]1[CH:7]=[CH:6][CH:5]=[CH:4][C:3]=1[CH2:8][O:9][C:10]1[CH:15]=[CH:14][C:13]([NH:16][NH2:17])=[CH:12][CH:11]=1, predict the reactants needed to synthesize it. The reactants are: [ClH:1].[N:2]1[CH:7]=[CH:6][CH:5]=[CH:4][C:3]=1[CH2:8][O:9][C:10]1[CH:15]=[CH:14][C:13]([NH2:16])=[CH:12][CH:11]=1.[N:17]([O-])=O.[Na+].[O-]S(S([O-])=O)=O.[Na+].[Na+].[OH-].[K+]. (6) Given the product [C:1]1([S:7]([N:10]2[CH2:14][CH:13]([C:15]3[CH:16]=[C:17]([C:29]4[CH:28]=[C:27]([F:26])[CH:32]=[CH:31][C:30]=4[CH3:36])[CH:18]=[CH:19][CH:20]=3)[N:12]([CH:22]([CH3:24])[CH3:23])[C:11]2=[O:25])(=[O:9])=[O:8])[CH:6]=[CH:5][CH:4]=[CH:3][CH:2]=1, predict the reactants needed to synthesize it. The reactants are: [C:1]1([S:7]([N:10]2[CH2:14][CH:13]([C:15]3[CH:20]=[CH:19][CH:18]=[C:17](Br)[CH:16]=3)[N:12]([CH:22]([CH3:24])[CH3:23])[C:11]2=[O:25])(=[O:9])=[O:8])[CH:6]=[CH:5][CH:4]=[CH:3][CH:2]=1.[F:26][C:27]1[CH:28]=[CH:29][C:30]([CH3:36])=[C:31](B(O)O)[CH:32]=1.C(=O)([O-])[O-].[Na+].[Na+]. (7) Given the product [OH:12][C:13]1[CH:18]=[CH:17][C:16]([C:19](=[O:21])/[CH:20]=[CH:1]/[C:3]2[CH:11]=[CH:10][C:6]([C:7]([OH:9])=[O:8])=[CH:5][CH:4]=2)=[CH:15][C:14]=1[CH3:22], predict the reactants needed to synthesize it. The reactants are: [CH:1]([C:3]1[CH:11]=[CH:10][C:6]([C:7]([OH:9])=[O:8])=[CH:5][CH:4]=1)=O.[OH:12][C:13]1[CH:18]=[CH:17][C:16]([C:19](=[O:21])[CH3:20])=[CH:15][C:14]=1[CH3:22].[OH-].[K+].Cl. (8) Given the product [F:47][C:10]1[C:11]([C:15]2([CH3:46])[C:23]3[C:18](=[CH:19][C:20]([C:24]4[CH:25]=[N:26][N:27]([CH:29]5[CH2:34][CH2:33][CH2:32][CH2:31][O:30]5)[CH:28]=4)=[CH:21][CH:22]=3)[C:17](=[O:35])[N:16]2[C@@H:36]([C:38]2[CH:39]=[CH:40][C:41]([O:44][CH3:45])=[CH:42][CH:43]=2)[CH3:37])=[N:12][CH:13]=[N:14][CH:9]=1, predict the reactants needed to synthesize it. The reactants are: C(N(CC)CC)C.Cl[C:9]1[N:14]=[CH:13][N:12]=[C:11]([C:15]2([CH3:46])[C:23]3[C:18](=[CH:19][C:20]([C:24]4[CH:25]=[N:26][N:27]([CH:29]5[CH2:34][CH2:33][CH2:32][CH2:31][O:30]5)[CH:28]=4)=[CH:21][CH:22]=3)[C:17](=[O:35])[N:16]2[C@@H:36]([C:38]2[CH:43]=[CH:42][C:41]([O:44][CH3:45])=[CH:40][CH:39]=2)[CH3:37])[C:10]=1[F:47].[H][H]. (9) Given the product [Cl:1][C:2]1[CH:8]=[CH:7][C:5]([NH:6][C:23](=[O:24])[O:25][C:26]2[CH:31]=[CH:30][CH:29]=[CH:28][CH:27]=2)=[CH:4][C:3]=1[C:9]1[CH:10]=[N:11][CH:12]=[CH:13][CH:14]=1, predict the reactants needed to synthesize it. The reactants are: [Cl:1][C:2]1[CH:8]=[CH:7][C:5]([NH2:6])=[CH:4][C:3]=1[C:9]1[CH:10]=[N:11][CH:12]=[CH:13][CH:14]=1.C(N(CC)CC)C.Cl[C:23]([O:25][C:26]1[CH:31]=[CH:30][CH:29]=[CH:28][CH:27]=1)=[O:24]. (10) Given the product [Cl:28][C:6]1[C:7]2[CH2:12][CH2:11][NH:10][C:8]=2[N:9]=[C:4]([CH:1]2[CH2:3][CH2:2]2)[N:5]=1, predict the reactants needed to synthesize it. The reactants are: [CH:1]1([C:4]2[N:5]=[C:6](O)[C:7]3[CH2:12][CH2:11][NH:10][C:8]=3[N:9]=2)[CH2:3][CH2:2]1.C(N(CC)C1C=CC=CC=1)C.[P].P(Cl)(Cl)([Cl:28])=O.